From a dataset of Cav3 T-type calcium channel HTS with 100,875 compounds. Binary Classification. Given a drug SMILES string, predict its activity (active/inactive) in a high-throughput screening assay against a specified biological target. The molecule is Clc1cc(n2c(c(cc2C)/C=N\NC(=O)CC2(OCCO2)C)C)ccc1Cl. The result is 0 (inactive).